This data is from Reaction yield outcomes from USPTO patents with 853,638 reactions. The task is: Predict the reaction yield, written as a fraction of the theoretical maximum amount of product (1.0 means a 100% yield; for example, 0.34 means a 34% yield). (1) The reactants are Cl[C:2]1[CH:7]=[CH:6][C:5]([C:8]2([CH2:13][C:14]3[N:19]4[CH2:20][CH2:21][N:22]([CH:25]([CH3:27])[CH3:26])[C:23](=[O:24])[C:18]4=[C:17]([OH:28])[C:16](=[O:29])[N:15]=3)[CH2:12][CH2:11][CH2:10][CH2:9]2)=[CH:4][CH:3]=1. The catalyst is [Pd]. The product is [OH:28][C:17]1[C:16](=[O:29])[N:15]=[C:14]([CH2:13][C:8]2([C:5]3[CH:4]=[CH:3][CH:2]=[CH:7][CH:6]=3)[CH2:9][CH2:10][CH2:11][CH2:12]2)[N:19]2[CH2:20][CH2:21][N:22]([CH:25]([CH3:27])[CH3:26])[C:23](=[O:24])[C:18]=12. The yield is 0.545. (2) The reactants are [NH2:1][C:2]1[CH:3]=[CH:4][C:5]([Br:8])=[N:6][CH:7]=1.[C:9]([N:16]1[CH2:21][CH2:20][C:19](=O)[CH2:18][CH2:17]1)([O:11][C:12]([CH3:15])([CH3:14])[CH3:13])=[O:10]. No catalyst specified. The product is [C:12]([O:11][C:9]([N:16]1[CH2:21][CH2:20][CH:19]([NH:1][C:2]2[CH:7]=[N:6][C:5]([Br:8])=[CH:4][CH:3]=2)[CH2:18][CH2:17]1)=[O:10])([CH3:15])([CH3:13])[CH3:14]. The yield is 0.580.